From a dataset of Full USPTO retrosynthesis dataset with 1.9M reactions from patents (1976-2016). Predict the reactants needed to synthesize the given product. (1) The reactants are: [CH3:1][S:2]([NH:5][C:6]1[CH:21]=[CH:20][C:9]([C:10]([O:12][CH2:13][C:14]2[CH:19]=[CH:18][CH:17]=[CH:16][CH:15]=2)=[O:11])=[CH:8][C:7]=1[O:22][CH2:23][CH2:24][O:25][CH:26]1[CH2:31][CH2:30][CH2:29][CH2:28][O:27]1)(=[O:4])=[O:3].C([O-])([O-])=O.[K+].[K+].Cl.Cl[CH2:40][CH2:41][N:42]1[CH2:47][CH2:46][O:45][CH2:44][CH2:43]1. Given the product [O:45]1[CH2:46][CH2:47][N:42]([CH2:41][CH2:40][N:5]([C:6]2[CH:21]=[CH:20][C:9]([C:10]([O:12][CH2:13][C:14]3[CH:19]=[CH:18][CH:17]=[CH:16][CH:15]=3)=[O:11])=[CH:8][C:7]=2[O:22][CH2:23][CH2:24][O:25][CH:26]2[CH2:31][CH2:30][CH2:29][CH2:28][O:27]2)[S:2]([CH3:1])(=[O:3])=[O:4])[CH2:43][CH2:44]1, predict the reactants needed to synthesize it. (2) Given the product [Br:1][C:2]1[CH:3]=[C:4]([O:8][S:19](=[O:21])(=[O:20])[N:18]([CH3:23])[CH3:17])[CH:5]=[N:6][CH:7]=1, predict the reactants needed to synthesize it. The reactants are: [Br:1][C:2]1[CH:3]=[C:4]([OH:8])[CH:5]=[N:6][CH:7]=1.P([O-])([O-])([O-])=O.[K+].[K+].[K+].[CH3:17][N:18]([CH3:23])[S:19](Cl)(=[O:21])=[O:20].C(O)C(N)(CO)CO. (3) Given the product [Cl:1][C:2]1[C:3]([F:37])=[C:4]([C:8]2[O:9][C:10]([C@@H:27]3[CH2:32][CH2:31][CH2:30][CH2:29][C@H:28]3[C:33]([OH:35])=[O:34])=[C:11]([C:13]3[CH:14]=[CH:15][C:16]([N:19]4[CH2:24][CH2:23][S:22](=[O:25])(=[O:26])[CH2:21][CH2:20]4)=[CH:17][CH:18]=3)[N:12]=2)[CH:5]=[CH:6][CH:7]=1, predict the reactants needed to synthesize it. The reactants are: [Cl:1][C:2]1[C:3]([F:37])=[C:4]([C:8]2[O:9][C:10]([C@@H:27]3[CH2:32][CH2:31][CH2:30][CH2:29][C@H:28]3[C:33]([O:35]C)=[O:34])=[C:11]([C:13]3[CH:18]=[CH:17][C:16]([N:19]4[CH2:24][CH2:23][S:22](=[O:26])(=[O:25])[CH2:21][CH2:20]4)=[CH:15][CH:14]=3)[N:12]=2)[CH:5]=[CH:6][CH:7]=1.[OH-].[Na+].CO. (4) The reactants are: C[C:2]1[CH:7]=[C:6]([N+:8]([O-:10])=[O:9])[CH:5]=C[C:3]=1[C:11]([F:14])([F:13])[F:12].[C:15]([OH:18])(=[O:17])[CH3:16].O.S(=O)(=O)(O)O. Given the product [N+:8]([C:6]1[CH:7]=[CH:2][C:3]([C:11]([F:12])([F:13])[F:14])=[C:16]([CH:5]=1)[C:15]([OH:18])=[O:17])([O-:10])=[O:9], predict the reactants needed to synthesize it. (5) Given the product [Br:1][C:2]1[CH:3]=[C:4]2[N:10]=[C:9]([C:11]3[CH:16]=[CH:15][C:14]([O:17][CH2:18][CH2:19][CH2:20][N:22]4[CH2:26][CH2:25][CH2:24][CH2:23]4)=[CH:13][CH:12]=3)[NH:8][C:5]2=[N:6][CH:7]=1, predict the reactants needed to synthesize it. The reactants are: [Br:1][C:2]1[CH:3]=[C:4]2[N:10]=[C:9]([C:11]3[CH:16]=[CH:15][C:14]([O:17][CH2:18][CH2:19][CH2:20]Cl)=[CH:13][CH:12]=3)[NH:8][C:5]2=[N:6][CH:7]=1.[NH:22]1[CH2:26][CH2:25][CH2:24][CH2:23]1.